This data is from Forward reaction prediction with 1.9M reactions from USPTO patents (1976-2016). The task is: Predict the product of the given reaction. (1) The product is: [F:1][C:2]1[C:7]([F:8])=[CH:6][CH:5]=[CH:4][C:3]=1[CH2:9][CH2:10][C:11]1[N:16]([CH2:17][C:18]([OH:20])=[O:19])[C:15]2[CH:23]=[CH:24][S:25][C:14]=2[C:13](=[O:26])[N:12]=1. Given the reactants [F:1][C:2]1[C:7]([F:8])=[CH:6][CH:5]=[CH:4][C:3]=1[CH2:9][CH2:10][C:11]1[N:16]([CH2:17][C:18]([O:20]CC)=[O:19])[C:15]2[CH:23]=[CH:24][S:25][C:14]=2[C:13](=[O:26])[N:12]=1.[OH-].[Na+], predict the reaction product. (2) The product is: [Cl:7][C:8]1[CH:13]=[CH:12][CH:11]=[CH:10][C:9]=1[C:14]1[C:18]([C:19]([O:21][CH3:22])=[O:20])=[CH:17][N:16]([C:26]2[CH:27]=[CH:28][N:29]=[C:24]([Cl:23])[N:25]=2)[N:15]=1. Given the reactants C(=O)([O-])[O-].[K+].[K+].[Cl:7][C:8]1[CH:13]=[CH:12][CH:11]=[CH:10][C:9]=1[C:14]1[C:18]([C:19]([O:21][CH3:22])=[O:20])=[CH:17][NH:16][N:15]=1.[Cl:23][C:24]1[N:29]=[C:28](Cl)[CH:27]=[CH:26][N:25]=1, predict the reaction product. (3) Given the reactants [C:1]([C:3]1[C:4]([N:16]2[CH2:21][CH2:20][CH:19]([C:22]([OH:24])=O)[CH2:18][CH2:17]2)=[N:5][C:6]([O:14][CH3:15])=[C:7]([C:9]([O:11][CH2:12][CH3:13])=[O:10])[CH:8]=1)#[N:2].[F:25][C:26]1[CH:27]=[C:28]([CH2:33][S:34]([NH2:37])(=[O:36])=[O:35])[CH:29]=[CH:30][C:31]=1[F:32], predict the reaction product. The product is: [CH2:12]([O:11][C:9](=[O:10])[C:7]1[CH:8]=[C:3]([C:1]#[N:2])[C:4]([N:16]2[CH2:21][CH2:20][CH:19]([C:22](=[O:24])[NH:37][S:34]([CH2:33][C:28]3[CH:29]=[CH:30][C:31]([F:32])=[C:26]([F:25])[CH:27]=3)(=[O:35])=[O:36])[CH2:18][CH2:17]2)=[N:5][C:6]=1[O:14][CH3:15])[CH3:13]. (4) Given the reactants Br[C:2]1[CH:7]=[CH:6][C:5]([NH:8][C:9](=[O:15])[O:10][C:11]([CH3:14])([CH3:13])[CH3:12])=[C:4]([C:16]([CH3:19])([CH3:18])[CH3:17])[CH:3]=1.[B:20]1([B:20]2[O:24][C:23]([CH3:26])([CH3:25])[C:22]([CH3:28])([CH3:27])[O:21]2)[O:24][C:23]([CH3:26])([CH3:25])[C:22]([CH3:28])([CH3:27])[O:21]1.C([O-])(=O)C.[K+], predict the reaction product. The product is: [C:16]([C:4]1[CH:3]=[C:2]([B:20]2[O:24][C:23]([CH3:26])([CH3:25])[C:22]([CH3:28])([CH3:27])[O:21]2)[CH:7]=[CH:6][C:5]=1[NH:8][C:9](=[O:15])[O:10][C:11]([CH3:14])([CH3:13])[CH3:12])([CH3:19])([CH3:18])[CH3:17]. (5) Given the reactants Cl.[CH2:2]([O:4][C:5](=[O:14])[CH:6]([NH2:13])[C:7](=O)[C:8]([F:11])([F:10])[F:9])[CH3:3].C(OC([N:22]1[CH2:27][CH2:26][C:25](=O)[CH2:24][C:23]1=[O:29])=O)(C)(C)C.C([O-])(=O)C.[Na+], predict the reaction product. The product is: [CH2:2]([O:4][C:5]([C:6]1[NH:13][C:25]2[CH2:26][CH2:27][NH:22][C:23](=[O:29])[C:24]=2[C:7]=1[C:8]([F:11])([F:10])[F:9])=[O:14])[CH3:3]. (6) Given the reactants F[C:2]1[N:7]2[CH:8]=[C:9]([CH2:11][N:12]3[C@H:25]4[C@H:16]([CH2:17][CH2:18][C:19]5[C:24]4=[N:23][CH:22]=[CH:21][CH:20]=5)[CH2:15][CH2:14][CH2:13]3)[N:10]=[C:6]2[CH:5]=[CH:4][CH:3]=1.[CH3:26][C@H:27]1[CH2:31][CH2:30][CH2:29][NH:28]1, predict the reaction product. The product is: [CH3:26][C@H:27]1[CH2:31][CH2:30][CH2:29][N:28]1[C:2]1[N:7]2[CH:8]=[C:9]([CH2:11][N:12]3[C@H:25]4[C@H:16]([CH2:17][CH2:18][C:19]5[C:24]4=[N:23][CH:22]=[CH:21][CH:20]=5)[CH2:15][CH2:14][CH2:13]3)[N:10]=[C:6]2[CH:5]=[CH:4][CH:3]=1. (7) The product is: [Br:2][C:3]1[CH:4]=[C:5]([CH:8]=[CH:9][CH:10]=1)[CH2:6][N:7]1[Si:15]([CH3:17])([CH3:16])[CH2:14][CH2:13][Si:12]1([CH3:20])[CH3:19]. Given the reactants Cl.[Br:2][C:3]1[CH:4]=[C:5]([CH:8]=[CH:9][CH:10]=1)[CH2:6][NH2:7].Cl[Si:12]([CH3:20])([CH3:19])[CH2:13][CH2:14][Si:15](Cl)([CH3:17])[CH3:16], predict the reaction product.